This data is from Cav3 T-type calcium channel HTS with 100,875 compounds. The task is: Binary Classification. Given a drug SMILES string, predict its activity (active/inactive) in a high-throughput screening assay against a specified biological target. (1) The drug is Clc1cc(ccc1)C(Oc1cccnc1)=O. The result is 0 (inactive). (2) The drug is [nH]1c(c(CN2CCc3c(C2)cccc3)c2c1cccc2)C. The result is 0 (inactive). (3) The result is 0 (inactive). The drug is O=c1[nH]c(=O)n(c2nc(N3CCN(CC3)CC)n(c12)CC(C)=C)C. (4) The molecule is Brc1cc2CC(N(c2c(S(=O)(=O)NCc2cc3OCOc3cc2)c1)C(=O)C)C. The result is 0 (inactive). (5) The compound is S(=O)(=O)(NCCc1nc(sc1)c1ccccc1)c1sc(CC)cc1. The result is 1 (active). (6) The molecule is O=C(Nc1cc(NC(=O)C)ccc1)C1C2CC(C1)CC2. The result is 0 (inactive). (7) The compound is Clc1ccc(NCc2n(Cc3ccccc3)c(SCC(OC)=O)nn2)cc1. The result is 0 (inactive). (8) The drug is S1C(C(N(CCC)C1=S)[N+](/[O-])=C/c1cccnc1)(C)C. The result is 0 (inactive).